This data is from Forward reaction prediction with 1.9M reactions from USPTO patents (1976-2016). The task is: Predict the product of the given reaction. (1) Given the reactants [CH2:1]([O:3][C:4]([C:6]1[C:7](=[O:22])[C:8]2[C:13]([C:14]=1[C:15]1[CH:20]=[CH:19][CH:18]=[CH:17][CH:16]=1)=[CH:12][CH:11]=[C:10]([OH:21])[CH:9]=2)=[O:5])[CH3:2].O[CH2:24][CH2:25][N:26]1[CH2:31][CH2:30][O:29][CH2:28][CH2:27]1.C1(P(C2C=CC=CC=2)C2C=CC=CC=2)C=CC=CC=1.CC(OC(/N=N/C(OC(C)C)=O)=O)C, predict the reaction product. The product is: [CH2:1]([O:3][C:4]([C:6]1[C:7](=[O:22])[C:8]2[C:13]([C:14]=1[C:15]1[CH:20]=[CH:19][CH:18]=[CH:17][CH:16]=1)=[CH:12][CH:11]=[C:10]([O:21][CH2:24][CH2:25][N:26]1[CH2:31][CH2:30][O:29][CH2:28][CH2:27]1)[CH:9]=2)=[O:5])[CH3:2]. (2) Given the reactants [C:1]1([C:7]2[N:16]3[C:10]([CH2:11][C:12](=[O:21])[NH:13][C:14]4[CH:20]=[CH:19][CH:18]=[CH:17][C:15]=43)=[N:9][N:8]=2)[CH:6]=[CH:5][CH:4]=[CH:3][CH:2]=1.[H-].[Na+].Br[CH2:25][C:26]([N:28]([CH:35]([CH3:37])[CH3:36])[C:29]1[CH:34]=[CH:33][CH:32]=[CH:31][CH:30]=1)=[O:27], predict the reaction product. The product is: [CH:35]([N:28]([C:29]1[CH:34]=[CH:33][CH:32]=[CH:31][CH:30]=1)[C:26](=[O:27])[CH2:25][N:13]1[C:12](=[O:21])[CH2:11][C:10]2[N:16]([C:7]([C:1]3[CH:2]=[CH:3][CH:4]=[CH:5][CH:6]=3)=[N:8][N:9]=2)[C:15]2[CH:17]=[CH:18][CH:19]=[CH:20][C:14]1=2)([CH3:37])[CH3:36]. (3) Given the reactants [O:1]1CCOCC1.[CH3:7][O:8][C:9]1[CH:10]=[CH:11][CH:12]=[CH:13][C:14]=1[O:15][CH2:16][CH2:17][NH:18][CH2:19][CH:20]([OH:36])[CH2:21][O:22][C:23]1[CH:24]=[CH:25][CH:26]=[C:27]2[NH:35][C:34]3[CH:33]=[CH:32][CH:31]=[CH:30][C:29]=3[C:28]=12.O.[P:38](=[O:42])([OH:41])([OH:40])[OH:39], predict the reaction product. The product is: [CH3:7][O:8][C:9]1[C:14]([O:15][CH2:16][CH2:17][NH:18][CH2:19][CH:20]([OH:36])[CH2:21][O:22][C:23]2[C:28]3[C:29]4[C:34]([NH:35][C:27]=3[CH:26]=[CH:25][CH:24]=2)=[CH:33][CH:32]=[CH:31][CH:30]=4)=[CH:13][CH:12]=[CH:11][CH:10]=1.[CH3:7][O:8][C:9]1[C:14]([O:15][CH2:16][CH2:17][NH:18][CH2:19][CH:20]([OH:36])[CH2:21][O:22][C:23]2[C:28]3[C:29]4[C:34]([NH:35][C:27]=3[CH:26]=[CH:25][CH:24]=2)=[CH:33][CH:32]=[CH:31][CH:30]=4)=[CH:13][CH:12]=[CH:11][CH:10]=1.[OH2:1].[OH:40][P:38]([OH:42])([OH:41])=[O:39].[OH:40][P:38]([OH:42])([OH:41])=[O:39]. (4) Given the reactants [CH3:1]/[C:2](/[CH2:15][OH:16])=[CH:3]/[CH2:4][CH2:5][C@@:6]1([CH3:14])[C:10]2([CH3:13])[C@H:11]3[CH2:12][CH:7]1[CH2:8][C@@H:9]23.CC(=CCC)CO, predict the reaction product. The product is: [CH3:1]/[C:2](/[CH2:15][OH:16])=[CH:3]\[CH2:4][CH2:5][C:6]1([CH3:14])[C:10]2([CH3:13])[CH:11]3[CH2:12][CH:7]1[CH2:8][CH:9]23.[CH3:1]/[C:2](/[CH2:15][OH:16])=[CH:3]/[CH2:4][CH2:5][C@@:6]1([CH3:14])[C:10](=[CH2:13])[C@@H:9]2[CH2:8][C@H:7]1[CH2:12][CH2:11]2. (5) Given the reactants [ClH:1].Cl.[C@H]1(C[N:14]2[CH2:19][CH2:18][CH:17]([NH:20][C:21]([C:23]3[NH:24][C:25]4[C:30]([CH:31]=3)=[C:29]([O:32][CH2:33][C:34]3[C:38]5[CH:39]=[CH:40][CH:41]=[C:42]([O:43][CH3:44])[C:37]=5[O:36][CH:35]=3)[CH:28]=[CH:27][CH:26]=4)=[O:22])[CH2:16][CH2:15]2)[C@@H]2N(CCCC2)CCC1.Cl.Cl.Cl.NC1CCN([CH2:55][CH2:56][N:57]2[CH2:62][CH2:61][C@H:60]([OH:63])[C@@H:59]([CH3:64])[CH2:58]2)CC1, predict the reaction product. The product is: [ClH:1].[ClH:1].[OH:63][C@H:60]1[CH2:61][CH2:62][N:57]([CH2:56][CH2:55][N:14]2[CH2:19][CH2:18][CH:17]([NH:20][C:21]([C:23]3[NH:24][C:25]4[C:30]([CH:31]=3)=[C:29]([O:32][CH2:33][C:34]3[C:38]5[CH:39]=[CH:40][CH:41]=[C:42]([O:43][CH3:44])[C:37]=5[O:36][CH:35]=3)[CH:28]=[CH:27][CH:26]=4)=[O:22])[CH2:16][CH2:15]2)[CH2:58][C@@H:59]1[CH3:64].